Dataset: Full USPTO retrosynthesis dataset with 1.9M reactions from patents (1976-2016). Task: Predict the reactants needed to synthesize the given product. (1) The reactants are: C[O:2][C:3](=[O:33])[C:4]1[CH:9]=[CH:8][C:7]([CH2:10][N:11]([S:22]([C:25]2[CH:30]=[CH:29][C:28]([Cl:31])=[CH:27][CH:26]=2)(=[O:24])=[O:23])[C@@H:12]2[CH2:18][C:17]([CH3:20])([CH3:19])[CH2:16][CH2:15][NH:14][C:13]2=[O:21])=[C:6]([F:32])[CH:5]=1.[OH-].[Na+]. Given the product [Cl:31][C:28]1[CH:29]=[CH:30][C:25]([S:22]([N:11]([CH2:10][C:7]2[CH:8]=[CH:9][C:4]([C:3]([OH:33])=[O:2])=[CH:5][C:6]=2[F:32])[C@@H:12]2[CH2:18][C:17]([CH3:20])([CH3:19])[CH2:16][CH2:15][NH:14][C:13]2=[O:21])(=[O:23])=[O:24])=[CH:26][CH:27]=1, predict the reactants needed to synthesize it. (2) Given the product [C:32]([O:31][C:29]([NH:28][C:26](=[NH:27])[C:22]1[CH:23]=[C:24]2[C:19](=[CH:20][CH:21]=1)[C:18](=[O:36])[N:17]([CH2:16][C:15]([C:12]1[CH:11]=[CH:10][C:9]([O:8][CH2:7][C:6]([OH:38])=[O:5])=[CH:14][CH:13]=1)=[O:37])[CH2:25]2)=[O:30])([CH3:35])([CH3:33])[CH3:34], predict the reactants needed to synthesize it. The reactants are: [OH-].[Na+].C([O:5][C:6](=[O:38])[CH2:7][O:8][C:9]1[CH:14]=[CH:13][C:12]([C:15](=[O:37])[CH2:16][N:17]2[CH2:25][C:24]3[C:19](=[CH:20][CH:21]=[C:22]([C:26]([NH:28][C:29]([O:31][C:32]([CH3:35])([CH3:34])[CH3:33])=[O:30])=[NH:27])[CH:23]=3)[C:18]2=[O:36])=[CH:11][CH:10]=1)C.CC(O)=O. (3) Given the product [CH3:23][NH:24][CH:25]1[CH2:30][CH2:29][N:28]([C:2]2[CH:3]=[CH:4][CH:5]=[C:6]3[C:11]=2[N:10]=[CH:9][C:8]([S:12]([C:15]2[CH:20]=[CH:19][CH:18]=[CH:17][CH:16]=2)(=[O:14])=[O:13])=[CH:7]3)[CH2:27][CH2:26]1, predict the reactants needed to synthesize it. The reactants are: F[C:2]1[CH:3]=[CH:4][CH:5]=[C:6]2[C:11]=1[N:10]=[CH:9][C:8]([S:12]([C:15]1[CH:20]=[CH:19][CH:18]=[CH:17][CH:16]=1)(=[O:14])=[O:13])=[CH:7]2.Cl.Cl.[CH3:23][NH:24][CH:25]1[CH2:30][CH2:29][NH:28][CH2:27][CH2:26]1.C(N(C(C)C)CC)(C)C.